Dataset: Catalyst prediction with 721,799 reactions and 888 catalyst types from USPTO. Task: Predict which catalyst facilitates the given reaction. (1) Reactant: C([N:8](CC1C=CC=CC=1)[C@H:9]([C:15](=O)[C:16]1[CH:21]=[C:20]([F:22])[C:19]([F:23])=[CH:18][C:17]=1[F:24])[CH2:10][C:11]([O:13]C)=[O:12])C1C=CC=CC=1.[H][H]. Product: [NH2:8][C@H:9]([CH2:15][C:16]1[CH:21]=[C:20]([F:22])[C:19]([F:23])=[CH:18][C:17]=1[F:24])[CH2:10][C:11]([OH:13])=[O:12]. The catalyst class is: 29. (2) Reactant: CC(C)([O-])C.[K+].[F:7][C:8]1[CH:9]=[C:10](/[CH:14]=[CH:15]/[C:16]([O:18][CH2:19][CH3:20])=[O:17])[CH:11]=[CH:12][CH:13]=1.S([CH2:31][N+:32]#[C-:33])(C1C=CC(C)=CC=1)(=O)=O. Product: [F:7][C:8]1[CH:9]=[C:10]([C:14]2[C:15]([C:16]([O:18][CH2:19][CH3:20])=[O:17])=[CH:31][NH:32][CH:33]=2)[CH:11]=[CH:12][CH:13]=1. The catalyst class is: 7. (3) Reactant: [Br:1][C:2]1[CH:3]=[C:4]([CH:7]=[C:8]([O:10][CH3:11])[CH:9]=1)[CH2:5]O.P(Br)(Br)[Br:13].C(=O)(O)[O-].[Na+]. Product: [Br:1][C:2]1[CH:3]=[C:4]([CH:7]=[C:8]([O:10][CH3:11])[CH:9]=1)[CH2:5][Br:13]. The catalyst class is: 2. (4) Reactant: C([O:4][C@H:5]1[CH2:22][CH2:21][C@@:20]2([CH3:23])[C@@H:7]([CH2:8][CH2:9][C@:10]3([CH3:50])[C@@H:19]2[CH2:18][CH2:17][C@H:16]2[C@@:11]3([CH3:49])[CH2:12][CH2:13][C@@:14]3([C:31]([N:33]4[CH2:37][CH2:36][CH2:35][C@@H:34]4[C:38]4[O:42][N:41]=[C:40]([C:43]5[CH:48]=[CH:47][CH:46]=[CH:45][CH:44]=5)[N:39]=4)=[O:32])[CH2:26][CH2:25][C@@H:24]([C:27]4([CH3:30])[CH2:29][CH2:28]4)[C@@H:15]32)[C:6]1([CH3:52])[CH3:51])(=O)C.C(=O)([O-])[O-].[K+].[K+]. Product: [OH:4][C@H:5]1[CH2:22][CH2:21][C@@:20]2([CH3:23])[C@@H:7]([CH2:8][CH2:9][C@:10]3([CH3:50])[C@@H:19]2[CH2:18][CH2:17][C@H:16]2[C@@:11]3([CH3:49])[CH2:12][CH2:13][C@@:14]3([C:31]([N:33]4[CH2:37][CH2:36][CH2:35][C@@H:34]4[C:38]4[O:42][N:41]=[C:40]([C:43]5[CH:44]=[CH:45][CH:46]=[CH:47][CH:48]=5)[N:39]=4)=[O:32])[CH2:26][CH2:25][C@@H:24]([C:27]4([CH3:30])[CH2:28][CH2:29]4)[C@@H:15]32)[C:6]1([CH3:52])[CH3:51]. The catalyst class is: 5. (5) Reactant: [CH3:1][C:2]1[S:3][CH:4]=[CH:5][CH:6]=1.[C:7]([OH:12])(=O)[C:8]([CH3:10])=[CH2:9].CS(O)(=O)=O.O=P12OP3(OP(OP(O3)(O1)=O)(=O)O2)=O.O. Product: [CH3:1][C:2]1[S:3][C:4]2[C:7](=[O:12])[CH:8]([CH3:10])[CH2:9][C:5]=2[CH:6]=1. The catalyst class is: 4. (6) Reactant: [F:1][C:2]1[C:3]([OH:40])=[CH:4][C:5]([CH2:35][C:36]([F:39])([F:38])[F:37])=[C:6]([C:8]2[N:13]=[C:12]3[NH:14][N:15]=[C:16]([C:17](O)=[O:18])[C:11]3=[C:10]([NH:20][CH2:21][C:22]3[CH:27]=[C:26]([OH:28])[CH:25]=[CH:24][C:23]=3[N:29]([CH3:34])[S:30]([CH3:33])(=[O:32])=[O:31])[N:9]=2)[CH:7]=1.[NH2:41][C:42]1[CH:43]=[CH:44][C:45]([NH:48][CH2:49][CH2:50][OH:51])=[N:46][CH:47]=1.CN(C(ON1N=NC2C=CC=NC1=2)=[N+](C)C)C.F[P-](F)(F)(F)(F)F.CCN(C(C)C)C(C)C. Product: [F:1][C:2]1[C:3]([OH:40])=[CH:4][C:5]([CH2:35][C:36]([F:38])([F:39])[F:37])=[C:6]([C:8]2[N:13]=[C:12]3[NH:14][N:15]=[C:16]([C:17]([NH:41][C:42]4[CH:47]=[N:46][C:45]([NH:48][CH2:49][CH2:50][OH:51])=[CH:44][CH:43]=4)=[O:18])[C:11]3=[C:10]([NH:20][CH2:21][C:22]3[CH:27]=[C:26]([OH:28])[CH:25]=[CH:24][C:23]=3[N:29]([CH3:34])[S:30]([CH3:33])(=[O:31])=[O:32])[N:9]=2)[CH:7]=1. The catalyst class is: 3.